From a dataset of Peptide-MHC class I binding affinity with 185,985 pairs from IEDB/IMGT. Regression. Given a peptide amino acid sequence and an MHC pseudo amino acid sequence, predict their binding affinity value. This is MHC class I binding data. (1) The peptide sequence is GWPDNYCEW. The MHC is HLA-A02:01 with pseudo-sequence HLA-A02:01. The binding affinity (normalized) is 0.0847. (2) The peptide sequence is AVSFRNLAY. The MHC is HLA-B39:01 with pseudo-sequence HLA-B39:01. The binding affinity (normalized) is 0.213. (3) The binding affinity (normalized) is 0.700. The peptide sequence is QLWTTLLSL. The MHC is HLA-A02:01 with pseudo-sequence HLA-A02:01. (4) The peptide sequence is NIYETEFFM. The MHC is HLA-B51:01 with pseudo-sequence HLA-B51:01. The binding affinity (normalized) is 0.0847. (5) The peptide sequence is CEKRLLLKL. The MHC is HLA-B57:01 with pseudo-sequence HLA-B57:01. The binding affinity (normalized) is 0.0847. (6) The peptide sequence is FMVYVPLPA. The MHC is HLA-A80:01 with pseudo-sequence HLA-A80:01. The binding affinity (normalized) is 0.0847.